Dataset: Experimentally validated miRNA-target interactions with 360,000+ pairs, plus equal number of negative samples. Task: Binary Classification. Given a miRNA mature sequence and a target amino acid sequence, predict their likelihood of interaction. (1) The miRNA is hsa-miR-4534 with sequence GGAUGGAGGAGGGGUCU. The protein sequence of the target gene is MRRRGEIDMATEGDVELELETETSGPERPPEKPRKHDSGAADLERVTDYAEEKEIQSSNLETAMSVIGDRRSREQKAKQEREKELAKVTIKKEDLELIMTEMEISRAAAERSLREHMGNVVEALIALTN. Result: 1 (interaction). (2) The miRNA is hsa-miR-3926 with sequence UGGCCAAAAAGCAGGCAGAGA. The protein sequence of the target gene is MSPECARAAGDAPLRSLEQANRTRFPFFSDVKGDHRLVLAAVETTVLVLIFAVSLLGNVCALVLVARRRRRGATACLVLNLFCADLLFISAIPLVLAVRWTEAWLLGPVACHLLFYVMTLSGSVTILTLAAVSLERMVCIVHLQRGVRGPGRRARAVLLALIWGYSAVAALPLCVFFRVVPQRLPGADQEISICTLIWPTIPGEISWDVSFVTLNFLVPGLVIVISYSKILQITKASRKRLTVSLAYSESHQIRVSQQDFRLFRTLFLLMVSFFIMWSPIIITILLILIQNFKQDLVIWP.... Result: 1 (interaction). (3) The miRNA is hsa-miR-1267 with sequence CCUGUUGAAGUGUAAUCCCCA. The protein sequence of the target gene is MQSPAATAEGLSGPLFGAYTFPTFKFQPRHDSMDWRRISTLDVDRVARELDVATLQENIAGITFCNLDREVCSRCGQPVDPALLKVLRLAQLIIEYLLHCQDCLSASVAQLEARLQTSLGQQQRGQQELGRQADELKGVREESRRRRKMISTLQQLLMQTGTHSYHTCHLCDKTFMNATFLRGHIQRRHAGVAEGGKQKKQEQPVEEVLEELRAKLKWTQGELEAQREAERQRQLQEAELIHQREIEAKKEFDKWKEQEWTKLYGEIDKLKKLFWDEFKNVAKQNSTLEEKLRALQSHSV.... Result: 1 (interaction). (4) The miRNA is hsa-miR-130a-5p with sequence GCUCUUUUCACAUUGUGCUACU. The protein sequence of the target gene is MRLPDLRPWTSLLLVDAALLWLLQGPLGTLLPQGLPGLWLEGTLRLGGLWGLLKLRGLLGFVGTLLLPLCLATPLTVSLRALVAGASRAPPARVASAPWSWLLVGYGAAGLSWSLWAVLSPPGAQEKEQDQVNNKVLMWRLLKLSRPDLPLLVAAFFFLVLAVLGETLIPHYSGRVIDILGGDFDPHAFASAIFFMCLFSFGSSLSAGCRGGCFTYTMSRINLRIREQLFSSLLRQDLGFFQETKTGELNSRLSSDTTLMSNWLPLNANVLLRSLVKVVGLYGFMLSISPRLTLLSLLHM.... Result: 0 (no interaction). (5) The miRNA is hsa-miR-4767 with sequence CGCGGGCGCUCCUGGCCGCCGCC. The protein sequence of the target gene is MSTMFADTLLIVFISVCTALLAEGITWVLVYRTDKYKRLKAEVEKQSKKLEKKKETITESAGRQQKKKIERQEEKLKNNNRDLSMVRMKSMFAIGFCFTALMGMFNSIFDGRVVAKLPFTPLSYIQGLSHRNLLGDDTTDCSFIFLYILCTMSIRQNIQKILGLAPSRAATKQAGGFLGPPPPSGKFS. Result: 0 (no interaction). (6) The miRNA is hsa-miR-4643 with sequence GACACAUGACCAUAAAUGCUAA. The protein sequence of the target gene is MQRRDDPAARMSRSSGRSGSMDPSGAHPSVRQTPSRQPPLPHRSRGGGGGSRGGARASPATQPPPLLPPSATGPDATVGGPAPTPLLPPSATASVKMEPENKYLPELMAEKDSLDPSFTHAMQLLTAEIEKIQKGDSKKDDEENYLDLFSHKNMKLKERVLIPVKQYPKFNFVGKILGPQGNTIKRLQEETGAKISVLGKGSMRDKAKEEELRKGGDPKYAHLNMDLHVFIEVFGPPCEAYALMAHAMEEVKKFLVPDMMDDICQEQFLELSYLNGVPEPSRGRGVPVRGRGAAPPPPPV.... Result: 0 (no interaction). (7) The protein sequence of the target gene is MVMAEGTAVLRRNRPGTKAQDFYNWPDESFDEMDSTLAVQQYIQQNIRADCSNIDKILEPPEGQDEGVWKYEHLRQFCLELNGLAVKLQSECHPDTCTQMTATEQWIFLCAAHKTPKECPAIDYTRHTLDGAACLLNSNKYFPSRVSIKESSVAKLGSVCRRIYRIFSHAYFHHRQIFDEYENETFLCHRFTKFVMKYNLMSKDNLIVPILEEEVQNSVSGESEA. Result: 1 (interaction). The miRNA is hsa-miR-484 with sequence UCAGGCUCAGUCCCCUCCCGAU. (8) The miRNA is mmu-miR-669p-3p with sequence CAUAACAUACACACACACACGUAU. The protein sequence of the target gene is MAPDPWFSTYDSTCQIAQEIAEKIQERNQCERRGEKTPKLTLTIRTLLKNLKVKIDLLKDLLLRAVSTRQITQLEGDRRQNLLDDLVTRERLLLASFKNEGAEPDLIRSSLMSEEAKRGTPNPWLCEEPEETRGLGFDEIRQQQQKIIQEQDAGLDALSSIISRQKQMGQEIGNELDEQNEIIDDLANLVENTDEKLRTEARRVTLVDRKSTSCGMIMVILLLLVAIVVVAVWPTN. Result: 0 (no interaction). (9) The miRNA is mmu-miR-1943-5p with sequence AAGGGAGGAUCUGGGCACCUGGA. The protein sequence of the target gene is MWKLGRGRVLLDEPPEEEDGLRGGPPPAAAAAAQAQVQGASFRGWKEVTSLFNKDDEQHLLERCKSPKSKGTNLRLKEELKAEKKSGFWDNLVLKQNIQSKKPDEIEGWEPPKLALEDISADPEDTVGGHPSWSGWEDDAKGSTKYTSLASSANSSRWSLRAAGRLVSIRRQSKGHLTDSPEEAE. Result: 0 (no interaction).